This data is from Full USPTO retrosynthesis dataset with 1.9M reactions from patents (1976-2016). The task is: Predict the reactants needed to synthesize the given product. (1) Given the product [OH:26][C:21]1([C:2]2[N:3]=[CH:4][N:5]([S:7]([N:10]([CH3:12])[CH3:11])(=[O:9])=[O:8])[CH:6]=2)[C:20]2[C:25](=[C:16]([N+:13]([O-:15])=[O:14])[CH:17]=[CH:18][CH:19]=2)[S:24][CH2:23][CH2:22]1, predict the reactants needed to synthesize it. The reactants are: I[C:2]1[N:3]=[CH:4][N:5]([S:7]([N:10]([CH3:12])[CH3:11])(=[O:9])=[O:8])[CH:6]=1.[N+:13]([C:16]1[CH:17]=[CH:18][CH:19]=[C:20]2[C:25]=1[S:24][CH2:23][CH2:22][C:21]2=[O:26])([O-:15])=[O:14]. (2) Given the product [F:17][C:18]1[CH:23]=[CH:22][C:21]([C:4](=[O:15])[C@@H:5]([NH:7][C:8](=[O:14])[O:9][C:10]([CH3:11])([CH3:12])[CH3:13])[CH3:6])=[CH:20][CH:19]=1, predict the reactants needed to synthesize it. The reactants are: CON(C)[C:4](=[O:15])[C@@H:5]([NH:7][C:8](=[O:14])[O:9][C:10]([CH3:13])([CH3:12])[CH3:11])[CH3:6].[F:17][C:18]1[CH:23]=[CH:22][C:21]([Mg]Br)=[CH:20][CH:19]=1.O1CCCC1. (3) Given the product [NH2:36][C:32]1[N:39]=[C:30]([CH3:37])[C:29]([CH2:28][NH:27][C:17](=[O:19])[C:16]2[CH:21]=[CH:22][N:23]=[C:14]([CH2:13][N:6]3[CH:5]=[CH:4][C:3]4[C:8](=[CH:9][CH:10]=[CH:11][C:2]=4[Cl:1])[C:7]3=[O:12])[CH:15]=2)=[C:34]([CH3:35])[CH:33]=1, predict the reactants needed to synthesize it. The reactants are: [Cl:1][C:2]1[CH:11]=[CH:10][CH:9]=[C:8]2[C:3]=1[CH:4]=[CH:5][N:6]([CH2:13][C:14]1[CH:15]=[C:16]([CH:21]=[CH:22][N:23]=1)[C:17]([O:19]C)=O)[C:7]2=[O:12].[OH-].[Na+].Cl.[NH2:27][CH2:28][C:29]1[C:34]([CH3:35])=[CH:33][C:32]([NH2:36])=C[C:30]=1[CH3:37].C[N:39](C(ON1N=NC2C=CC=NC1=2)=[N+](C)C)C.F[P-](F)(F)(F)(F)F.CCN(CC)CC. (4) Given the product [C:1]([N:5]1[CH:9]=[C:8]([NH:10][C:11]([NH:13][C:14]2[CH:19]=[C:18]([C:20]3[C:31](=[O:32])[N:30]([CH3:33])[C:23]4[N:24]=[C:25]([NH:28][CH2:29][CH:40]([OH:41])[CH2:39][OH:38])[N:26]=[CH:27][C:22]=4[CH:21]=3)[C:17]([CH3:34])=[CH:16][C:15]=2[F:35])=[O:12])[CH:7]=[N:6]1)([CH3:3])([CH3:2])[CH3:4], predict the reactants needed to synthesize it. The reactants are: [C:1]([N:5]1[CH:9]=[C:8]([NH:10][C:11]([NH:13][C:14]2[CH:19]=[C:18]([C:20]3[C:31](=[O:32])[N:30]([CH3:33])[C:23]4[N:24]=[C:25]([NH:28][CH3:29])[N:26]=[CH:27][C:22]=4[CH:21]=3)[C:17]([CH3:34])=[CH:16][C:15]=2[F:35])=[O:12])[CH:7]=[N:6]1)([CH3:4])([CH3:3])[CH3:2].CC1(C)[O:41][CH:40](CN)[CH2:39][O:38]1. (5) The reactants are: C[O:2][C:3](=[O:32])[CH:4]([C:9]1[CH:14]=[C:13]([C:15]2[CH:20]=[CH:19][C:18]([C:21]([F:24])([F:23])[F:22])=[CH:17][CH:16]=2)[N:12]=[C:11]([C:25]2[CH:30]=[CH:29][C:28]([F:31])=[CH:27][CH:26]=2)[CH:10]=1)[CH2:5][CH:6]([CH3:8])[CH3:7].C(O)(=O)CC(CC(O)=O)(C(O)=O)O. Given the product [F:31][C:28]1[CH:27]=[CH:26][C:25]([C:11]2[CH:10]=[C:9]([CH:4]([CH2:5][CH:6]([CH3:8])[CH3:7])[C:3]([OH:32])=[O:2])[CH:14]=[C:13]([C:15]3[CH:16]=[CH:17][C:18]([C:21]([F:24])([F:22])[F:23])=[CH:19][CH:20]=3)[N:12]=2)=[CH:30][CH:29]=1, predict the reactants needed to synthesize it. (6) Given the product [O:36]1[CH2:37][CH2:38][CH2:39][C@@H:35]1[CH2:34][N:1]1[C:9]2[C:4](=[CH:5][CH:6]=[CH:7][CH:8]=2)[C:3]2([C:21]3[C:12](=[CH:13][C:14]4[O:19][CH2:18][CH2:17][O:16][C:15]=4[CH:20]=3)[O:11][CH2:10]2)[C:2]1=[O:22], predict the reactants needed to synthesize it. The reactants are: [NH:1]1[C:9]2[C:4](=[CH:5][CH:6]=[CH:7][CH:8]=2)[C:3]2([C:21]3[C:12](=[CH:13][C:14]4[O:19][CH2:18][CH2:17][O:16][C:15]=4[CH:20]=3)[O:11][CH2:10]2)[C:2]1=[O:22].CC1C=CC(S(O[CH2:34][C@H:35]2[CH2:39][CH2:38][CH2:37][O:36]2)(=O)=O)=CC=1.BrCC1CCCCO1.